From a dataset of NCI-60 drug combinations with 297,098 pairs across 59 cell lines. Regression. Given two drug SMILES strings and cell line genomic features, predict the synergy score measuring deviation from expected non-interaction effect. (1) Drug 2: C(CN)CNCCSP(=O)(O)O. Synergy scores: CSS=1.08, Synergy_ZIP=-2.91, Synergy_Bliss=-7.88, Synergy_Loewe=-6.29, Synergy_HSA=-6.21. Drug 1: COC1=C2C(=CC3=C1OC=C3)C=CC(=O)O2. Cell line: OVCAR-4. (2) Drug 1: CCC(=C(C1=CC=CC=C1)C2=CC=C(C=C2)OCCN(C)C)C3=CC=CC=C3.C(C(=O)O)C(CC(=O)O)(C(=O)O)O. Drug 2: CC1=C(C=C(C=C1)NC(=O)C2=CC=C(C=C2)CN3CCN(CC3)C)NC4=NC=CC(=N4)C5=CN=CC=C5. Cell line: UACC62. Synergy scores: CSS=1.97, Synergy_ZIP=-0.864, Synergy_Bliss=-0.300, Synergy_Loewe=-0.214, Synergy_HSA=0.00203.